Dataset: Forward reaction prediction with 1.9M reactions from USPTO patents (1976-2016). Task: Predict the product of the given reaction. (1) Given the reactants [N:1]12[CH2:10][CH:5]3[CH2:6][CH:7]([CH2:9][CH:3]([C:4]3=O)[CH2:2]1)[CH2:8]2.C1(C)C=CC(S([CH2:21][N+:22]#[C-])(=O)=O)=CC=1.CC(C)([O-])C.[K+], predict the reaction product. The product is: [N:1]12[CH2:10][CH:5]3[CH2:6][CH:7]([CH2:9][CH:3]([C@H:4]3[C:21]#[N:22])[CH2:2]1)[CH2:8]2. (2) Given the reactants [F:1][C:2]1[CH:3]=[C:4]2[C:8](=[CH:9][CH:10]=1)[NH:7][CH:6]=[CH:5]2.[OH-].[Na+].[C:13]1([S:19](Cl)(=[O:21])=[O:20])[CH:18]=[CH:17][CH:16]=[CH:15][CH:14]=1, predict the reaction product. The product is: [C:13]1([S:19]([N:7]2[C:8]3[C:4](=[CH:3][C:2]([F:1])=[CH:10][CH:9]=3)[CH:5]=[CH:6]2)(=[O:21])=[O:20])[CH:18]=[CH:17][CH:16]=[CH:15][CH:14]=1. (3) Given the reactants Br[C:2]1[CH:3]=[CH:4][C:5]2[O:11][CH2:10][CH2:9][N:8]3[C:12]([C:18]([F:21])([F:20])[F:19])=[C:13]([C:15]([NH2:17])=[O:16])[N:14]=[C:7]3[C:6]=2[CH:22]=1.[CH3:23][C:24]1[O:28][N:27]=[C:26]([C@:29]([OH:33])([C:31]#[CH:32])[CH3:30])[CH:25]=1, predict the reaction product. The product is: [OH:33][C@:29]([C:26]1[CH:25]=[C:24]([CH3:23])[O:28][N:27]=1)([CH3:30])[C:31]#[C:32][C:2]1[CH:3]=[CH:4][C:5]2[O:11][CH2:10][CH2:9][N:8]3[C:12]([C:18]([F:21])([F:20])[F:19])=[C:13]([C:15]([NH2:17])=[O:16])[N:14]=[C:7]3[C:6]=2[CH:22]=1. (4) Given the reactants [CH:1]1([S:6][C:7]2[CH:12]=[CH:11][C:10]([N+:13]([O-:15])=[O:14])=[CH:9][CH:8]=2)[CH2:5][CH2:4][CH2:3][CH2:2]1.[OH:16]OS([O-])=O.[K+].[OH2:22], predict the reaction product. The product is: [CH:1]1([S:6]([C:7]2[CH:12]=[CH:11][C:10]([N+:13]([O-:15])=[O:14])=[CH:9][CH:8]=2)(=[O:16])=[O:22])[CH2:2][CH2:3][CH2:4][CH2:5]1. (5) Given the reactants [OH:1][CH:2]1[CH:7]([C:8]2[CH:13]=[CH:12][C:11]([OH:14])=[CH:10][CH:9]=2)[CH:6]([O:15][Si:16]([CH:23]([CH3:25])[CH3:24])([CH:20]([CH3:22])[CH3:21])[CH:17]([CH3:19])[CH3:18])[CH2:5][N:4]([C:26]([O:28][CH2:29][C:30]2[CH:35]=[CH:34][CH:33]=[CH:32][CH:31]=2)=[O:27])[CH2:3]1.S(OC)(O[CH3:40])(=O)=O.C(=O)([O-])[O-].[K+].[K+], predict the reaction product. The product is: [OH:1][CH:2]1[CH:7]([C:8]2[CH:9]=[CH:10][C:11]([O:14][CH3:40])=[CH:12][CH:13]=2)[CH:6]([O:15][Si:16]([CH:17]([CH3:18])[CH3:19])([CH:20]([CH3:22])[CH3:21])[CH:23]([CH3:24])[CH3:25])[CH2:5][N:4]([C:26]([O:28][CH2:29][C:30]2[CH:31]=[CH:32][CH:33]=[CH:34][CH:35]=2)=[O:27])[CH2:3]1. (6) The product is: [C:58]([O:37][C:36]([N:6]1[C:5]2[CH:28]=[C:29]([Cl:30])[C:2]([N:31]3[CH2:35][CH2:34][CH2:33][CH2:32]3)=[CH:3][C:4]=2[O:9][CH:8]([C:10]([N:12]2[CH2:13][CH2:14][C:15]([C:18]#[N:19])([CH2:20][C:21]3[CH:22]=[CH:23][C:24]([F:27])=[CH:25][CH:26]=3)[CH2:16][CH2:17]2)=[O:11])[CH2:7]1)=[O:39])([CH3:63])([CH3:59])[CH3:57]. Given the reactants Br[C:2]1[C:29]([Cl:30])=[CH:28][C:5]2[NH:6][CH2:7][CH:8]([C:10]([N:12]3[CH2:17][CH2:16][C:15]([CH2:20][C:21]4[CH:26]=[CH:25][C:24]([F:27])=[CH:23][CH:22]=4)([C:18]#[N:19])[CH2:14][CH2:13]3)=[O:11])[O:9][C:4]=2[CH:3]=1.[NH:31]1[CH2:35][CH2:34][CH2:33][CH2:32]1.[C:36](=[O:39])([O-])[O-:37].[Cs+].[Cs+].C1C=CC(P(C2C([C:57]3C(P(C4C=CC=CC=4)C4C=CC=CC=4)=CC=[C:63]4[C:58]=3[CH:59]=CC=C4)=[C:63]3[C:58]([CH:59]=CC=C3)=[CH:57]C=2)C2C=CC=CC=2)=CC=1, predict the reaction product. (7) Given the reactants [CH:1]1[C:13]2[NH:12][C:11]3[C:6](=[CH:7][CH:8]=[CH:9][CH:10]=3)[C:5]=2[CH:4]=[C:3]([C:14]([N:16]2[CH2:21][CH2:20][CH2:19][CH2:18][CH2:17]2)=[O:15])[CH:2]=1.Br.Br[CH2:24][C:25]1[CH:26]=[N:27][CH:28]=[CH:29][CH:30]=1, predict the reaction product. The product is: [N:16]1([C:14]([C:3]2[CH:2]=[CH:1][C:13]3[N:12]([CH2:24][C:25]4[CH:26]=[N:27][CH:28]=[CH:29][CH:30]=4)[C:11]4[C:6]([C:5]=3[CH:4]=2)=[CH:7][CH:8]=[CH:9][CH:10]=4)=[O:15])[CH2:17][CH2:18][CH2:19][CH2:20][CH2:21]1.